Dataset: Reaction yield outcomes from USPTO patents with 853,638 reactions. Task: Predict the reaction yield, written as a fraction of the theoretical maximum amount of product (1.0 means a 100% yield; for example, 0.34 means a 34% yield). (1) The reactants are Br[C:2]1[N:3]=[C:4]([C:9]2[NH:13][C:12]3[CH:14]=[C:15]([CH3:18])[CH:16]=[CH:17][C:11]=3[N:10]=2)[C:5]([NH2:8])=[N:6][CH:7]=1.CCN(CC)CC.[CH2:26]([NH:29][C:30]([NH2:32])=[O:31])[C:27]#[CH:28]. The catalyst is CN(C=O)C.I[Cu].C1C=CC([P]([Pd]([P](C2C=CC=CC=2)(C2C=CC=CC=2)C2C=CC=CC=2)([P](C2C=CC=CC=2)(C2C=CC=CC=2)C2C=CC=CC=2)[P](C2C=CC=CC=2)(C2C=CC=CC=2)C2C=CC=CC=2)(C2C=CC=CC=2)C2C=CC=CC=2)=CC=1. The product is [NH2:8][C:5]1[N:6]=[CH:7][C:2]([C:28]#[C:27][CH2:26][NH:29][C:30]([NH2:32])=[O:31])=[N:3][C:4]=1[C:9]1[NH:13][C:12]2[CH:14]=[C:15]([CH3:18])[CH:16]=[CH:17][C:11]=2[N:10]=1. The yield is 0.820. (2) The yield is 0.370. The product is [F:15][C:16]1[C:17]([NH:32][C:33]2[CH:38]=[CH:37][C:36]([I:39])=[CH:35][C:34]=2[F:40])=[C:18]([CH:26]=[C:27]([CH2:30][N:2]2[CH2:3][CH2:4][CH2:5][CH2:6][C:7]2=[O:9])[C:28]=1[F:29])[C:19]([NH:21][O:22][CH2:23][CH2:24][OH:25])=[O:20]. The catalyst is O1CCCC1. The reactants are Cl.[NH2:2][CH2:3][CH2:4][CH2:5][CH2:6][C:7]([O:9]C)=O.C([BH3-])#N.[Na+].[F:15][C:16]1[C:17]([NH:32][C:33]2[CH:38]=[CH:37][C:36]([I:39])=[CH:35][C:34]=2[F:40])=[C:18]([CH:26]=[C:27]([CH:30]=O)[C:28]=1[F:29])[C:19]([NH:21][O:22][CH2:23][CH2:24][OH:25])=[O:20].